Dataset: Forward reaction prediction with 1.9M reactions from USPTO patents (1976-2016). Task: Predict the product of the given reaction. (1) The product is: [F:1][C:2]1[CH:3]=[CH:4][C:5]([C:8]2[CH:12]=[CH:11][N:10]([C:13]3[N:34]=[CH:33][CH:32]=[CH:31][C:14]=3[C:15]([NH:17][CH:18]([CH:19]([OH:23])[C:20](=[O:22])[NH:44][CH2:43][CH2:42][CH2:41][C:36]3[CH:37]=[CH:38][CH:39]=[CH:40][N:35]=3)[CH2:24][C:25]3[CH:26]=[CH:27][CH:28]=[CH:29][CH:30]=3)=[O:16])[N:9]=2)=[CH:6][CH:7]=1. Given the reactants [F:1][C:2]1[CH:7]=[CH:6][C:5]([C:8]2[CH:12]=[CH:11][N:10]([C:13]3[N:34]=[CH:33][CH:32]=[CH:31][C:14]=3[C:15]([NH:17][CH:18]([CH2:24][C:25]3[CH:30]=[CH:29][CH:28]=[CH:27][CH:26]=3)[CH:19]([OH:23])[C:20]([OH:22])=O)=[O:16])[N:9]=2)=[CH:4][CH:3]=1.[N:35]1[CH:40]=[CH:39][CH:38]=[CH:37][C:36]=1[CH2:41][CH2:42][CH2:43][NH2:44], predict the reaction product. (2) Given the reactants Br[C:2]1[CH:18]=[CH:17][C:5]2[C:6]([C:9]3[CH:14]=[CH:13][C:12]([O:15][CH3:16])=[CH:11][CH:10]=3)=[N:7][O:8][C:4]=2[CH:3]=1.[CH:19]1([NH:22][C:23]([C:25]2[CH:26]=[C:27]([F:35])[C:28]([CH3:34])=[C:29](B(O)O)[CH:30]=2)=[O:24])[CH2:21][CH2:20]1.C(=O)([O-])O.[Na+], predict the reaction product. The product is: [CH:19]1([NH:22][C:23](=[O:24])[C:25]2[CH:30]=[C:29]([C:2]3[CH:18]=[CH:17][C:5]4[C:6]([C:9]5[CH:14]=[CH:13][C:12]([O:15][CH3:16])=[CH:11][CH:10]=5)=[N:7][O:8][C:4]=4[CH:3]=3)[C:28]([CH3:34])=[C:27]([F:35])[CH:26]=2)[CH2:20][CH2:21]1. (3) Given the reactants [H-].[Na+].[C:3]1([C:9]2[C:17]3[C:12](=[CH:13][CH:14]=[CH:15][CH:16]=3)[NH:11][N:10]=2)[CH:8]=[CH:7][CH:6]=[CH:5][CH:4]=1.Br[CH2:19][C:20]1[S:21][CH:22]=[C:23]([C:25]([O:27]CC)=[O:26])[N:24]=1.O, predict the reaction product. The product is: [C:3]1([C:9]2[C:17]3[C:12](=[CH:13][CH:14]=[CH:15][CH:16]=3)[N:11]([CH2:19][C:20]3[S:21][CH:22]=[C:23]([C:25]([OH:27])=[O:26])[N:24]=3)[N:10]=2)[CH:4]=[CH:5][CH:6]=[CH:7][CH:8]=1. (4) Given the reactants [Cl:1][C:2]1[CH:3]=[C:4]([C@H:8]([OH:39])[CH2:9][NH:10][C:11]2[CH:16]=[CH:15][NH:14][C:13](=[O:17])[C:12]=2[C:18]2[NH:19][C:20]3[C:28]([N:29]=2)=[CH:27][C:26]2[C:25](=[O:30])[N:24]([CH:31]4[CH2:36][CH2:35][N:34]([CH3:37])[CH2:33][CH2:32]4)[C:23](=O)[C:22]=2[CH:21]=3)[CH:5]=[CH:6][CH:7]=1, predict the reaction product. The product is: [Cl:1][C:2]1[CH:3]=[C:4]([C@H:8]([OH:39])[CH2:9][NH:10][C:11]2[CH:16]=[CH:15][NH:14][C:13](=[O:17])[C:12]=2[C:18]2[NH:29][C:28]3[C:20](=[CH:21][C:22]4[CH2:23][N:24]([CH:31]5[CH2:36][CH2:35][N:34]([CH3:37])[CH2:33][CH2:32]5)[C:25](=[O:30])[C:26]=4[CH:27]=3)[N:19]=2)[CH:5]=[CH:6][CH:7]=1. (5) Given the reactants C([Si](C)(C)[O:6][CH2:7][CH2:8][N:9]1[CH:13]=[CH:12][N:11]=[C:10]1[CH3:14])(C)(C)C, predict the reaction product. The product is: [CH3:14][C:10]1[N:9]([CH2:8][CH2:7][OH:6])[CH:13]=[CH:12][N:11]=1. (6) Given the reactants C(=O)([O-])[O-].[K+].[K+].O.S(O)(O)(=O)=O.[NH2:13][C:14](=[NH:21])[NH:15][CH2:16][CH2:17][CH2:18][CH2:19][NH2:20].[C:22](Cl)(=[O:26])[C:23]([CH3:25])=[CH2:24], predict the reaction product. The product is: [C:22]([NH2:13])(=[O:26])[C:23]([CH3:25])=[CH2:24].[NH2:21][C:14](=[NH:13])[NH:15][CH2:16][CH2:17][CH2:18][CH2:19][NH2:20].